Dataset: TCR-epitope binding with 47,182 pairs between 192 epitopes and 23,139 TCRs. Task: Binary Classification. Given a T-cell receptor sequence (or CDR3 region) and an epitope sequence, predict whether binding occurs between them. (1) The epitope is RLRPGGKKR. The TCR CDR3 sequence is CASSLLAGDFSYNEQFF. Result: 0 (the TCR does not bind to the epitope). (2) The epitope is TPQDLNTML. The TCR CDR3 sequence is CSAAVSNTGELFF. Result: 0 (the TCR does not bind to the epitope).